Predict the reaction yield, written as a fraction of the theoretical maximum amount of product (1.0 means a 100% yield; for example, 0.34 means a 34% yield). From a dataset of Reaction yield outcomes from USPTO patents with 853,638 reactions. (1) The reactants are [F:1][C:2]([F:33])([F:32])[CH:3]([NH:8][C:9]1[CH:14]=[CH:13][C:12]([O:15][C:16]2[CH:21]=[CH:20][N:19]=[C:18]3[CH:22]=[C:23]([C:25]4[N:26]=[CH:27][N:28]([CH3:30])[CH:29]=4)[S:24][C:17]=23)=[C:11]([F:31])[CH:10]=1)[CH2:4][C:5]([OH:7])=O.[NH2:34][C:35]1[CH:40]=[CH:39][CH:38]=[CH:37][CH:36]=1.C(N(CC)C(C)C)(C)C.CN(C(ON1N=NC2C=CC=NC1=2)=[N+](C)C)C.F[P-](F)(F)(F)(F)F.C(=O)(O)[O-].[Na+]. The catalyst is CN(C)C=O. The product is [F:33][C:2]([F:32])([F:1])[CH:3]([NH:8][C:9]1[CH:14]=[CH:13][C:12]([O:15][C:16]2[CH:21]=[CH:20][N:19]=[C:18]3[CH:22]=[C:23]([C:25]4[N:26]=[CH:27][N:28]([CH3:30])[CH:29]=4)[S:24][C:17]=23)=[C:11]([F:31])[CH:10]=1)[CH2:4][C:5]([NH:34][C:35]1[CH:40]=[CH:39][CH:38]=[CH:37][CH:36]=1)=[O:7]. The yield is 0.640. (2) The reactants are [CH3:1][C:2]1[O:6][N:5]=[C:4]([C:7]2[CH:12]=[CH:11][CH:10]=[CH:9][CH:8]=2)[C:3]=1[C:13]([NH:15][NH2:16])=[O:14].[Br:17][C:18]1[CH:19]=[CH:20][C:21]([C:24](O)=O)=[N:22][CH:23]=1. No catalyst specified. The product is [Br:17][C:18]1[CH:19]=[CH:20][C:21]([C:24]2[O:14][C:13]([C:3]3[C:4]([C:7]4[CH:12]=[CH:11][CH:10]=[CH:9][CH:8]=4)=[N:5][O:6][C:2]=3[CH3:1])=[N:15][N:16]=2)=[N:22][CH:23]=1. The yield is 0.390. (3) The reactants are C[O:2][C:3]([C:5]1([C:8]2[CH:13]=[CH:12][C:11]([C:14]3[CH:19]=[CH:18][C:17]([N:20]4[C:24]([NH:25][C:26]([O:28][C@@H:29]([C:31]5[CH:36]=[CH:35][CH:34]=[CH:33][CH:32]=5)[CH3:30])=[O:27])=[C:23]([CH2:37][CH3:38])[N:22]=[N:21]4)=[CH:16][CH:15]=3)=[CH:10][CH:9]=2)[CH2:7][CH2:6]1)=[O:4].[OH-].[Na+]. The catalyst is C1COCC1.C(O)C. The product is [CH2:37]([C:23]1[N:22]=[N:21][N:20]([C:17]2[CH:18]=[CH:19][C:14]([C:11]3[CH:10]=[CH:9][C:8]([C:5]4([C:3]([OH:4])=[O:2])[CH2:7][CH2:6]4)=[CH:13][CH:12]=3)=[CH:15][CH:16]=2)[C:24]=1[NH:25][C:26]([O:28][C@@H:29]([C:31]1[CH:32]=[CH:33][CH:34]=[CH:35][CH:36]=1)[CH3:30])=[O:27])[CH3:38]. The yield is 0.850. (4) The reactants are [N:1]1[CH:6]=[CH:5][CH:4]=[CH:3][C:2]=1[NH:7][CH2:8][CH2:9][CH2:10][O:11][C:12]1[CH:29]=[CH:28][C:15]2[CH2:16][CH:17]([CH2:22][C:23]([O:25]CC)=[O:24])[C:18](=[O:21])[NH:19][CH2:20][C:14]=2[CH:13]=1.O.[OH-].[Li+].C1COCC1.O. The catalyst is CO. The product is [N:1]1[CH:6]=[CH:5][CH:4]=[CH:3][C:2]=1[NH:7][CH2:8][CH2:9][CH2:10][O:11][C:12]1[CH:29]=[CH:28][C:15]2[CH2:16][CH:17]([CH2:22][C:23]([OH:25])=[O:24])[C:18](=[O:21])[NH:19][CH2:20][C:14]=2[CH:13]=1. The yield is 0.650. (5) The reactants are [N:1]1[CH:6]=[CH:5][C:4]([CH2:7][NH:8][C:9]2[N:17]=[C:16]3[C:12]([NH:13][C:14](=[O:27])[N:15]3[CH2:18][C:19]3[CH:24]=[CH:23][C:22]([CH2:25]Cl)=[CH:21][CH:20]=3)=[C:11]([NH2:28])[N:10]=2)=[CH:3][CH:2]=1.[CH3:29][NH:30][CH3:31]. The catalyst is CN(C=O)C. The product is [NH2:28][C:11]1[N:10]=[C:9]([NH:8][CH2:7][C:4]2[CH:5]=[CH:6][N:1]=[CH:2][CH:3]=2)[N:17]=[C:16]2[C:12]=1[NH:13][C:14](=[O:27])[N:15]2[CH2:18][C:19]1[CH:24]=[CH:23][C:22]([CH2:25][N:30]([CH3:31])[CH3:29])=[CH:21][CH:20]=1. The yield is 0.270. (6) The reactants are Br[C:2]1[CH:3]=[CH:4][C:5]([O:10][CH:11]([CH3:13])[CH3:12])=[C:6]([CH:9]=1)[C:7]#[N:8].[CH3:14][C:15]1([CH3:31])[C:19]([CH3:21])([CH3:20])[O:18][B:17]([B:17]2[O:18][C:19]([CH3:21])([CH3:20])[C:15]([CH3:31])([CH3:14])[O:16]2)[O:16]1.C([O-])(=O)C.[K+].C(Cl)Cl. The catalyst is O1CCOCC1. The product is [CH:11]([O:10][C:5]1[CH:4]=[CH:3][C:2]([B:17]2[O:18][C:19]([CH3:21])([CH3:20])[C:15]([CH3:31])([CH3:14])[O:16]2)=[CH:9][C:6]=1[C:7]#[N:8])([CH3:13])[CH3:12]. The yield is 0.130. (7) The reactants are [O:1]1[CH2:6][CH2:5][CH:4]([CH2:7]OS(C2C=CC(C)=CC=2)(=O)=O)[CH2:3][CH2:2]1.[C:19]([O-:22])(=[S:21])[CH3:20].[K+].O. The catalyst is CC(CC(C)C)=O. The product is [O:1]1[CH2:2][CH2:3][CH:4]([CH2:7][S:21][C:19](=[O:22])[CH3:20])[CH2:5][CH2:6]1. The yield is 0.960. (8) The reactants are [C:1]12([CH:11]([OH:24])[CH2:12][NH:13][C:14]3[C:15]4[CH2:23][CH2:22][NH:21][CH2:20][C:16]=4[N:17]=[CH:18][N:19]=3)[CH2:10][CH:5]3[CH2:6][CH:7]([CH2:9][CH:3]([CH2:4]3)[CH2:2]1)[CH2:8]2.[O:25]1[C:30]2[CH:31]=[CH:32][CH:33]=[CH:34][C:29]=2[O:28][CH2:27][C@H:26]1[C:35](O)=[O:36].Cl.CN(C)CCCN=C=NCC.O.ON1C2C=CC=CC=2N=N1.C(N(CC)C(C)C)(C)C. The catalyst is C(Cl)Cl. The product is [C:1]12([CH:11]([OH:24])[CH2:12][NH:13][C:14]3[C:15]4[CH2:23][CH2:22][N:21]([C:35]([C@H:26]5[O:25][C:30]6[CH:31]=[CH:32][CH:33]=[CH:34][C:29]=6[O:28][CH2:27]5)=[O:36])[CH2:20][C:16]=4[N:17]=[CH:18][N:19]=3)[CH2:2][CH:3]3[CH2:4][CH:5]([CH2:6][CH:7]([CH2:9]3)[CH2:8]1)[CH2:10]2. The yield is 0.960. (9) The product is [ClH:16].[CH3:1][C:2]1[N:7]=[C:6]([S:8][CH2:9][C:10]2[N:11]=[CH:12][S:13][CH:14]=2)[N:5]=[C:4]([OH:15])[CH:3]=1. The catalyst is CO. The yield is 0.920. The reactants are [CH3:1][C:2]1[N:7]=[C:6]([S:8][CH2:9][C:10]2[N:11]=[CH:12][S:13][CH:14]=2)[N:5]=[C:4]([OH:15])[CH:3]=1.[ClH:16].O1CCOCC1. (10) The reactants are C[Si]([N-][Si](C)(C)C)(C)C.[Li+].Br[CH2:12][C:13]([O:15][CH2:16][CH3:17])=[O:14].[CH3:18][S:19][C:20](SC)=[C:21]1[C:26](=[O:27])[CH2:25][CH2:24][CH2:23][C:22]1=O.[Cl-].[NH4+].[O:33]1CCCC1. The catalyst is C(OCC)C.O. The product is [CH3:18][S:19][C:20]1[O:33][C:12]([C:13]([O:15][CH2:16][CH3:17])=[O:14])=[C:22]2[CH2:23][CH2:24][CH2:25][C:26](=[O:27])[C:21]=12. The yield is 0.146.